Dataset: Forward reaction prediction with 1.9M reactions from USPTO patents (1976-2016). Task: Predict the product of the given reaction. (1) Given the reactants [CH:1]1([C:6]2[C:10]([CH2:11][O:12][C:13]3[CH:18]=[CH:17][C:16]([C:19]4[CH:20]=[C:21]5[C:26](=[CH:27][CH:28]=4)[N:25]=[C:24]([C:29]([O:31]C)=[O:30])[CH:23]=[CH:22]5)=[CH:15][CH:14]=3)=[C:9]([CH:33]3[CH2:37][CH2:36][CH2:35][CH2:34]3)[O:8][N:7]=2)[CH2:5][CH2:4][CH2:3][CH2:2]1.CO.[OH-].[Na+], predict the reaction product. The product is: [CH:1]1([C:6]2[C:10]([CH2:11][O:12][C:13]3[CH:14]=[CH:15][C:16]([C:19]4[CH:20]=[C:21]5[C:26](=[CH:27][CH:28]=4)[N:25]=[C:24]([C:29]([OH:31])=[O:30])[CH:23]=[CH:22]5)=[CH:17][CH:18]=3)=[C:9]([CH:33]3[CH2:37][CH2:36][CH2:35][CH2:34]3)[O:8][N:7]=2)[CH2:2][CH2:3][CH2:4][CH2:5]1. (2) Given the reactants C1(O[C:8](=[O:26])[NH:9][C:10]2[CH:15]=[CH:14][C:13]([C:16]3[N:21]4[CH:22]=[CH:23][CH:24]=[C:20]4[C:19](=[O:25])[NH:18][N:17]=3)=[CH:12][CH:11]=2)C=CC=CC=1.[CH2:27]1[C:35]2[C:30](=[CH:31][CH:32]=[CH:33][CH:34]=2)[CH2:29][NH:28]1, predict the reaction product. The product is: [O:25]=[C:19]1[NH:18][N:17]=[C:16]([C:13]2[CH:12]=[CH:11][C:10]([NH:9][C:8]([N:28]3[CH2:29][C:30]4[C:35](=[CH:34][CH:33]=[CH:32][CH:31]=4)[CH2:27]3)=[O:26])=[CH:15][CH:14]=2)[N:21]2[CH:22]=[CH:23][CH:24]=[C:20]12. (3) Given the reactants [O:1]1[C:5]2[CH:6]=[CH:7][CH:8]=[CH:9][C:4]=2[N:3]=[C:2]1[CH2:10][O:11][C:12]1[CH:17]=[CH:16][C:15]([C:18]2[C:22]([C:23]3[CH:28]=[CH:27][N:26]=[CH:25][CH:24]=3)=[CH:21][N:20]([CH2:29][CH2:30][OH:31])[N:19]=2)=[CH:14][CH:13]=1.[C:32]1([CH3:52])[CH:37]=[CH:36][C:35]([S:38](O[S:38]([C:35]2[CH:36]=[CH:37][C:32]([CH3:52])=[CH:33][CH:34]=2)(=[O:40])=[O:39])(=[O:40])=[O:39])=[CH:34][CH:33]=1.C(N(CC)CC)C, predict the reaction product. The product is: [CH3:52][C:32]1[CH:37]=[CH:36][C:35]([S:38]([O:31][CH2:30][CH2:29][N:20]2[CH:21]=[C:22]([C:23]3[CH:28]=[CH:27][N:26]=[CH:25][CH:24]=3)[C:18]([C:15]3[CH:14]=[CH:13][C:12]([O:11][CH2:10][C:2]4[O:1][C:5]5[CH:6]=[CH:7][CH:8]=[CH:9][C:4]=5[N:3]=4)=[CH:17][CH:16]=3)=[N:19]2)(=[O:40])=[O:39])=[CH:34][CH:33]=1. (4) Given the reactants C(O[C:6](=[O:28])[NH:7][C@@H:8]([CH2:21][C:22]1[CH:27]=[CH:26][CH:25]=[CH:24][CH:23]=1)[CH:9]([C:11](=[O:20])[NH:12][CH2:13][C:14]1[CH:19]=[CH:18][CH:17]=[CH:16][CH:15]=1)[OH:10])(C)(C)C.FC(F)(F)C(O)=O.C(N(CC)C(C)C)(C)C.[CH2:45]1[C:53]2[C:48](=[CH:49][CH:50]=[CH:51][CH:52]=2)[CH2:47][CH:46]1[C:54]([NH:56][C@@H:57]([CH3:69])[C:58]([NH:60][C@@H:61]([CH2:65][CH:66]([CH3:68])[CH3:67])C(O)=O)=[O:59])=[O:55].CN(C(ON1N=NC2C=CC=NC1=2)=[N+](C)C)C.F[P-](F)(F)(F)(F)F, predict the reaction product. The product is: [CH2:21]([C@H:8]([NH:7][C:6]([C@@H:61]([NH:60][C:58]([C@@H:57]([NH:56][C:54]([CH:46]1[CH2:45][C:53]2[C:48](=[CH:49][CH:50]=[CH:51][CH:52]=2)[CH2:47]1)=[O:55])[CH3:69])=[O:59])[CH2:65][CH:66]([CH3:68])[CH3:67])=[O:28])[CH:9]([C:11](=[O:20])[NH:12][CH2:13][C:14]1[CH:15]=[CH:16][CH:17]=[CH:18][CH:19]=1)[OH:10])[C:22]1[CH:23]=[CH:24][CH:25]=[CH:26][CH:27]=1. (5) Given the reactants [N:1]1([C:7]([O:9][CH2:10][C:11]2[CH:16]=[CH:15][CH:14]=[CH:13][CH:12]=2)=[O:8])[CH2:6][CH2:5][NH:4][CH2:3][CH2:2]1.C(N(CC)CC)C.C(Cl)Cl.[C:27](Cl)(=[O:30])[CH2:28][CH3:29], predict the reaction product. The product is: [C:27]([N:4]1[CH2:5][CH2:6][N:1]([C:7]([O:9][CH2:10][C:11]2[CH:16]=[CH:15][CH:14]=[CH:13][CH:12]=2)=[O:8])[CH2:2][CH2:3]1)(=[O:30])[CH2:28][CH3:29]. (6) The product is: [CH:26]1([O:25][C:19]2[C:20]([CH3:24])=[CH:21][CH:22]=[CH:23][C:18]=2[C:17]([NH:16][C:6]2([C:4]([OH:5])=[O:3])[CH2:14][C:13]3[C:8](=[CH:9][CH:10]=[C:11]([Cl:15])[CH:12]=3)[CH2:7]2)=[O:30])[CH2:27][CH2:28][CH2:29]1. Given the reactants C([O:3][C:4]([C:6]1([NH:16][C:17](=[O:30])[C:18]2[CH:23]=[CH:22][CH:21]=[C:20]([CH3:24])[C:19]=2[O:25][CH:26]2[CH2:29][CH2:28][CH2:27]2)[CH2:14][C:13]2[C:8](=[CH:9][CH:10]=[C:11]([Cl:15])[CH:12]=2)[CH2:7]1)=[O:5])C.[OH-].[K+], predict the reaction product. (7) Given the reactants Br[C:2]1[CH:6]=[CH:5][S:4][C:3]=1[CH:7]=[O:8].[N+:9]([C:12]1[CH:17]=[CH:16][CH:15]=[CH:14][C:13]=1B(O)O)([O-:11])=[O:10].C([O-])(O)=O.[Na+], predict the reaction product. The product is: [N+:9]([C:12]1[CH:17]=[CH:16][CH:15]=[CH:14][C:13]=1[C:2]1[CH:6]=[CH:5][S:4][C:3]=1[CH:7]=[O:8])([O-:11])=[O:10].